Dataset: Forward reaction prediction with 1.9M reactions from USPTO patents (1976-2016). Task: Predict the product of the given reaction. (1) Given the reactants C[O:2][C:3]([C@H:5]1[CH2:9][C@H:8]([OH:10])[C@@H:7]([NH:11][C:12]([C:14]2[S:15][C:16]([Cl:19])=[CH:17][CH:18]=2)=[O:13])[CH2:6]1)=[O:4].[OH-].[Na+], predict the reaction product. The product is: [Cl:19][C:16]1[S:15][C:14]([C:12]([NH:11][C@@H:7]2[C@@H:8]([OH:10])[CH2:9][C@H:5]([C:3]([OH:4])=[O:2])[CH2:6]2)=[O:13])=[CH:18][CH:17]=1. (2) Given the reactants Cl[C:2]1[CH:7]=[C:6]([CH3:8])[N:5]=[C:4]([NH:9][C@H:10]2[C@H:14]([OH:15])[CH2:13][N:12]([C:16](=[O:29])[CH2:17][C:18]3[CH:23]=[CH:22][C:21]([O:24][C:25]([F:28])([F:27])[F:26])=[CH:20][CH:19]=3)[CH2:11]2)[CH:3]=1.[NH:30]1[CH2:35][CH2:34][O:33][CH2:32][CH2:31]1.CC(C)([O-])C.[Na+].C(P(C(C)(C)C)C1C=CC=CC=1C1C=CC=CC=1)(C)(C)C, predict the reaction product. The product is: [OH:15][C@H:14]1[C@H:10]([NH:9][C:4]2[CH:3]=[C:2]([N:30]3[CH2:35][CH2:34][O:33][CH2:32][CH2:31]3)[CH:7]=[C:6]([CH3:8])[N:5]=2)[CH2:11][N:12]([C:16](=[O:29])[CH2:17][C:18]2[CH:23]=[CH:22][C:21]([O:24][C:25]([F:28])([F:27])[F:26])=[CH:20][CH:19]=2)[CH2:13]1. (3) Given the reactants [CH2:1]([O:8][C:9](=[O:23])[C@@H:10]([NH:15][C:16]([O:18][C:19]([CH3:22])([CH3:21])[CH3:20])=[O:17])[CH2:11][C:12]([OH:14])=O)[C:2]1[CH:7]=[CH:6][CH:5]=[CH:4][CH:3]=1.C(N1C=CN=C1)(N1C=CN=C1)=O.[N+:36]([CH3:39])([O-:38])=[O:37].CC(C)([O-])C.[K+].Cl, predict the reaction product. The product is: [C:19]([O:18][C:16]([NH:15][C@@H:10]([CH2:11][C:12](=[O:14])[CH2:39][N+:36]([O-:38])=[O:37])[C:9]([O:8][CH2:1][C:2]1[CH:3]=[CH:4][CH:5]=[CH:6][CH:7]=1)=[O:23])=[O:17])([CH3:22])([CH3:21])[CH3:20]. (4) Given the reactants [Br:1][C:2]1[CH:3]=[C:4]([C:8]2([C:16]#[N:17])[CH2:14][C@H:13]3[NH:15][C@H:10]([CH:11]=[CH:12]3)[CH2:9]2)[CH:5]=[N:6][CH:7]=1.C([O-])([O-])=O.[K+].[K+].[I-].[Na+].Br[CH:27]([CH3:30])[C:28]#[CH:29], predict the reaction product. The product is: [Br:1][C:2]1[CH:3]=[C:4]([C:8]2([C:16]#[N:17])[CH2:14][C@H:13]3[N:15]([CH:28]([CH3:29])[C:27]#[CH:30])[C@H:10]([CH:11]=[CH:12]3)[CH2:9]2)[CH:5]=[N:6][CH:7]=1.